This data is from hERG potassium channel inhibition data for cardiac toxicity prediction from Karim et al.. The task is: Regression/Classification. Given a drug SMILES string, predict its toxicity properties. Task type varies by dataset: regression for continuous values (e.g., LD50, hERG inhibition percentage) or binary classification for toxic/non-toxic outcomes (e.g., AMES mutagenicity, cardiotoxicity, hepatotoxicity). Dataset: herg_karim. (1) The compound is Cc1ccc2c(n1)[C@H]([C@@H](C)C(=O)Nc1ccc(Cl)c(-c3nc4ccccc4n3C)c1)CC[C@H]2C. The result is 0 (non-blocker). (2) The molecule is Cc1cccc(C[N+]2CC[N+](C(c3ccccc3)c3ccc(Cl)cc3)CC2)c1. The result is 1 (blocker). (3) The drug is CCN=C(NS(=O)(=O)c1cccc(Cl)c1)N1CC(C)(C)C=N1. The result is 0 (non-blocker). (4) The result is 1 (blocker). The molecule is C[C@@H]1CCCN1CCc1ccc(-c2ccc(S(=O)(=O)CCO)cc2)cc1. (5) The drug is O=c1ccc(OCCCN2CCCCC2)nn1-c1ccc(F)c(Cl)c1. The result is 1 (blocker).